From a dataset of Experimentally validated miRNA-target interactions with 360,000+ pairs, plus equal number of negative samples. Binary Classification. Given a miRNA mature sequence and a target amino acid sequence, predict their likelihood of interaction. (1) The miRNA is hsa-miR-1225-5p with sequence GUGGGUACGGCCCAGUGGGGGG. The protein sequence of the target gene is MSEPHRVQFTSVPGSLNPAFLKKSRKEEVGGTEQHQDCEPAAAAVRITLTLFEPDHKRCPEFFYPELVKNIRGKVKGLHPGDKKKDVLDPFNDEEKERHKVEALARKFEEKYGGKKRRKDRIQDLIDMGYGYDESDSFIDNSEAYDELVPASLTTKYGGFYINSGTLQFRQASESEDDFIKEKKKKSPKKRKLKEGGEKIKKKKKDDTYDKEKKSKKSKFSKAGFTALNASKEKKKKKYSGSLSVREMLKKFQKEKEAQKKREEEHKPVAVSSIEAQGLRELEGTSDPLLSLFGSTSDND.... Result: 0 (no interaction). (2) The miRNA is hsa-miR-1-3p with sequence UGGAAUGUAAAGAAGUAUGUAU. The protein sequence of the target gene is MERRSRRKSRRNGRSTAGKAAATQPAKSPGAQLWLFPSAAGLHRALLRRVEVTRQLCCSPGRLAVLERGGAGVQVHQLLAGSGGARTPKCIKLGKNMKIHSVDQGAEHMLILSSDGKPFEYDNYSMKHLRFESILQEKKIIQITCGDYHSLALSKGGELFAWGQNLHGQLGVGRKFPSTTTPQIVEHLAGVPLAQISAGEAHSMALSMSGNIYSWGKNECGQLGLGHTESKDDPSLIEGLDNQKVEFVACGGSHSALLTQDGLLFTFGAGKHGQLGHNSTQNELRPCLVAELVGYRVTQI.... Result: 1 (interaction). (3) The miRNA is mmu-miR-10a-5p with sequence UACCCUGUAGAUCCGAAUUUGUG. The protein sequence of the target gene is MPSGFQQIGSDDGEPPRQRVTGTLVLAVFSAVLGSLQFGYNIGVINAPQKVIEQSYNATWLGRQGPGGPDSIPQGTLTTLWALSVAIFSVGGMISSFLIGIISQWLGRKRAMLANNVLAVLGGALMGLANAAASYEILILGRFLIGAYSGLTSGLVPMYVGEIAPTHLRGALGTLNQLAIVIGILVAQVLGLESMLGTATLWPLLLALTVLPALLQLILLPFCPESPRYLYIIRNLEGPARKSLKRLTGWADVSDALAELKDEKRKLERERPMSLLQLLGSRTHRQPLIIAVVLQLSQQL.... Result: 1 (interaction). (4) The miRNA is mmu-miR-130a-3p with sequence CAGUGCAAUGUUAAAAGGGCAU. The protein sequence of the target gene is MESLCGVLGFLLLAAGLPLQAAKRFRDVLGHEQYPDHMREHNQLRGWSSDENEWDEHLYPVWRRGDGRWKDSWEGGRVQAVLTSDSPALVGSNITFVVNLVFPRCQKEDANGNIVYEKNCRNDLGLTSDLHVYNWTAGADDGDWEDGTSRSQHLRFPDRRPFPRPHGWKKWSFVYVFHTLGQYFQKLGRCSARVSINTVNLTAGPQVMEVTVFRRYGRAYIPISKVKDVYVITDQIPVFVTMSQKNDRNLSDEIFLRDLPIVFDVLIHDPSHFLNDSAISYKWNFGDNTGLFVSNNHTLN.... Result: 0 (no interaction). (5) The miRNA is hsa-miR-4787-5p with sequence GCGGGGGUGGCGGCGGCAUCCC. The protein sequence of the target gene is MPKNSKVTQREHSNEHVTESVADLLALEEPVDYKQSVLNVAGETGGKQKVAEEELDTEDRPAWNSKLQYILAQIGFSVGLGNIWRFPYLCQKNGGGAYLVPYLVLLIIIGIPLFFLELAVGQRIRRGSIGVWHYVCPRLGGIGFSSCIVCLFVGLYYNVIIGWSVFYFFKSFQYPLPWSECPVIRNGTVAVVEPECEKSSATTYFWYREALDISNSISESGGLNWKMTLCLLVAWSIVGMAVVKGIQSSGKVMYFSSLFPYVVLACFLVRGLLLRGAVDGILHMFTPKLDKMLDPQVWRE.... Result: 0 (no interaction). (6) The miRNA is hsa-miR-4481 with sequence GGAGUGGGCUGGUGGUU. The protein sequence of the target gene is MAVLGITIALLVWVATLLVISIWKQIYNSWNLPPGPFPLPILGNIFQLDLKDIPKSFTKLAKRFGPVFTLHLGSRRIVVLHGYKAVKEVLLNHKNEFSGRGDIPVFQEYKNKGIIFNNGPTWKDVRRFSLSILRDWGMGKQGNEARIQREAQFLVEELKKTKGQPFDPTFLIGCAPCNVIADILFNKRFDYNDKKCLRLMSLFNENFYLLSTPWIQLYNNFADYLRYLPGSHRKIMKNVSEIKQYTLEKAKEHLQSLDINCARDVTDCLLIEMEKEKHSQEPMYTMENVSVTLADLFFAG.... Result: 0 (no interaction).